This data is from Forward reaction prediction with 1.9M reactions from USPTO patents (1976-2016). The task is: Predict the product of the given reaction. (1) Given the reactants [CH2:1]1[O:3][C@@H:2]1[CH2:4][OH:5].[NH2:6][C:7]1[CH:16]=[C:15]2[C:10]([CH:11]=[C:12]([C:18]3[CH:23]=[CH:22][CH:21]=[CH:20][C:19]=3[C:24]([F:27])([F:26])[F:25])[NH:13][C:14]2=[O:17])=[CH:9][CH:8]=1, predict the reaction product. The product is: [OH:3][C@H:2]([CH2:4][OH:5])[CH2:1][NH:6][C:7]1[CH:16]=[C:15]2[C:10]([CH:11]=[C:12]([C:18]3[CH:23]=[CH:22][CH:21]=[CH:20][C:19]=3[C:24]([F:27])([F:25])[F:26])[NH:13][C:14]2=[O:17])=[CH:9][CH:8]=1. (2) The product is: [C:1]([O:5][C:6](=[O:26])/[C:7](=[CH:11]/[C:12]1[CH:17]=[CH:16][C:15]([N:18]2[CH:22]=[C:21]([CH3:23])[N:20]=[CH:19]2)=[C:14]([O:24][CH3:25])[CH:13]=1)/[CH2:8][CH2:9][N:50]1[C:46](=[O:56])[C:47]2[C:48](=[CH:52][CH:53]=[CH:54][CH:55]=2)[C:49]1=[O:51])([CH3:2])([CH3:4])[CH3:3]. Given the reactants [C:1]([O:5][C:6](=[O:26])/[C:7](=[CH:11]/[C:12]1[CH:17]=[CH:16][C:15]([N:18]2[CH:22]=[C:21]([CH3:23])[N:20]=[CH:19]2)=[C:14]([O:24][CH3:25])[CH:13]=1)/[CH2:8][CH2:9]O)([CH3:4])([CH3:3])[CH3:2].C1(P(C2C=CC=CC=2)C2C=CC=CC=2)C=CC=CC=1.[C:46]1(=[O:56])[NH:50][C:49](=[O:51])[C:48]2=[CH:52][CH:53]=[CH:54][CH:55]=[C:47]12.N(C(OC(C)C)=O)=NC(OC(C)C)=O, predict the reaction product. (3) Given the reactants [Cl:1][C:2]1[CH:7]=[C:6]([Cl:8])[CH:5]=[CH:4][C:3]=1[N:9]1[C:13]([C:14]2[S:15][C:16]([CH:19]=[CH:20][CH2:21][CH2:22][CH3:23])=[CH:17][CH:18]=2)=[C:12]([CH3:24])[C:11]([C:25]2[N:26]([CH3:33])[C:27]([CH3:32])([CH3:31])[C:28](=[O:30])[N:29]=2)=[N:10]1, predict the reaction product. The product is: [Cl:1][C:2]1[CH:7]=[C:6]([Cl:8])[CH:5]=[CH:4][C:3]=1[N:9]1[C:13]([C:14]2[S:15][C:16]([CH2:19][CH2:20][CH2:21][CH2:22][CH3:23])=[CH:17][CH:18]=2)=[C:12]([CH3:24])[C:11]([C:25]2[N:26]([CH3:33])[C:27]([CH3:32])([CH3:31])[C:28](=[O:30])[N:29]=2)=[N:10]1. (4) Given the reactants Br[CH2:2][CH2:3][CH2:4][CH2:5][O:6][C:7]1[CH:16]=[C:15]2[C:10]([CH2:11][CH2:12][C:13](=[O:17])[NH:14]2)=[CH:9][CH:8]=1.Cl.[Cl:19][C:20]1[C:25]([Cl:26])=[CH:24][CH:23]=[CH:22][C:21]=1[N:27]1[CH2:32][CH2:31][NH:30][CH2:29][CH2:28]1.C(N(CC)CC)C, predict the reaction product. The product is: [CH:23]1[CH:22]=[C:21]([N:27]2[CH2:32][CH2:31][N:30]([CH2:2][CH2:3][CH2:4][CH2:5][O:6][C:7]3[CH:8]=[CH:9][C:10]4[CH2:11][CH2:12][C:13](=[O:17])[NH:14][C:15]=4[CH:16]=3)[CH2:29][CH2:28]2)[C:20]([Cl:19])=[C:25]([Cl:26])[CH:24]=1. (5) Given the reactants [OH:1][C:2]1[C:7]([O:8][CH3:9])=[CH:6][CH:5]=[CH:4][C:3]=1[CH3:10].C(C1C=C(C=C(C)C=1O)[C:16]#[N:17])C, predict the reaction product. The product is: [OH:1][C:2]1[C:3]([CH3:10])=[CH:4][C:5]([C:16]#[N:17])=[CH:6][C:7]=1[O:8][CH3:9]. (6) Given the reactants C([N:3]([C:9]1[CH:14]=[CH:13][C:12]([F:15])=[CH:11][C:10]=1[N+:16]([O-])=O)[C@H:4]([C:6](O)=[O:7])[CH3:5])C.O.O.[Sn](Cl)Cl.[OH-].[Na+].ClC1C(=O)C(C#N)=C(C#N)C(=O)C=1Cl, predict the reaction product. The product is: [F:15][C:12]1[CH:11]=[C:10]2[C:9]([N:3]=[C:4]([CH3:5])[C:6](=[O:7])[NH:16]2)=[CH:14][CH:13]=1. (7) Given the reactants [Cl:1][C:2]1[C:11]2[C:6](=[CH:7][CH:8]=[CH:9][CH:10]=2)[C:5]([C:12]2[C:20]3[C:15](=[CH:16][CH:17]=[C:18]([Cl:21])[CH:19]=3)[NH:14][C:13]=2[CH3:22])=[N:4][N:3]=1.C(=O)([O-])[O-].[K+].[K+].Br[CH2:30][C:31]([O:33][C:34]([CH3:37])([CH3:36])[CH3:35])=[O:32].O, predict the reaction product. The product is: [Cl:21][C:18]1[CH:19]=[C:20]2[C:15](=[CH:16][CH:17]=1)[N:14]([CH2:30][C:31]([O:33][C:34]([CH3:37])([CH3:36])[CH3:35])=[O:32])[C:13]([CH3:22])=[C:12]2[C:5]1[C:6]2[C:11](=[CH:10][CH:9]=[CH:8][CH:7]=2)[C:2]([Cl:1])=[N:3][N:4]=1. (8) Given the reactants [C:1]([N:4]1[C:11]2[CH:12]=[CH:13][CH:14]=[CH:15][C:10]=2[CH:9]=[CH:8][C:7]2[N:16]=[C:17](Cl)[C:18]([F:20])=[CH:19][C:6]=2[CH2:5]1)(=[O:3])[CH3:2].C([O-])([O-])=O.[Na+].[Na+].[CH3:28][O:29][C:30]1[CH:35]=[CH:34][C:33](B2OC(C)(C)C(C)(C)O2)=[CH:32][N:31]=1.CCOC(C)=O, predict the reaction product. The product is: [C:1]([N:4]1[C:11]2[CH:12]=[CH:13][CH:14]=[CH:15][C:10]=2[CH:9]=[CH:8][C:7]2[N:16]=[C:17]([C:33]3[CH:32]=[N:31][C:30]([O:29][CH3:28])=[CH:35][CH:34]=3)[C:18]([F:20])=[CH:19][C:6]=2[CH2:5]1)(=[O:3])[CH3:2]. (9) Given the reactants [Cl:1][C:2]1[CH:10]=[C:9]2[C:5]([C:6]([C:11]([N:13]3[CH2:18][CH2:17][C:16]4([C:22]5[CH:23]=[CH:24][C:25]([F:27])=[CH:26][C:21]=5[C:20](=[O:28])[O:19]4)[CH2:15][CH2:14]3)=[O:12])=[CH:7][NH:8]2)=[CH:4][CH:3]=1.Cl[CH2:30][C:31]1[CH:36]=[CH:35][N:34]=[C:33]([CH3:37])[CH:32]=1, predict the reaction product. The product is: [Cl:1][C:2]1[CH:10]=[C:9]2[C:5]([C:6]([C:11]([N:13]3[CH2:18][CH2:17][C:16]4([C:22]5[CH:23]=[CH:24][C:25]([F:27])=[CH:26][C:21]=5[C:20](=[O:28])[O:19]4)[CH2:15][CH2:14]3)=[O:12])=[CH:7][N:8]2[CH2:30][C:31]2[CH:36]=[CH:35][N:34]=[C:33]([CH3:37])[CH:32]=2)=[CH:4][CH:3]=1. (10) Given the reactants [H-].[Al+3].[Li+].[H-].[H-].[H-].[S:7]1[CH:11]=[CH:10][C:9]2[CH:12]=[CH:13][CH:14]=[C:15]([C:16](OC)=[O:17])[C:8]1=2.Cl, predict the reaction product. The product is: [S:7]1[CH:11]=[CH:10][C:9]2[CH:12]=[CH:13][CH:14]=[C:15]([CH2:16][OH:17])[C:8]1=2.